Dataset: Reaction yield outcomes from USPTO patents with 853,638 reactions. Task: Predict the reaction yield, written as a fraction of the theoretical maximum amount of product (1.0 means a 100% yield; for example, 0.34 means a 34% yield). The reactants are Br[C:2]1[CH:7]=[N:6][CH2:5][C:4](N)([O:8][CH3:9])[N:3]=1.[CH3:11][PH:12](=[O:14])[CH3:13].P([O-])([O-])([O-])=O.[K+].[K+].[K+].C[N:24](C=O)C. The catalyst is C([O-])(=O)C.[Pd+2].C([O-])(=O)C.CC1(C)C2C(=C(P(C3C=CC=CC=3)C3C=CC=CC=3)C=CC=2)OC2C(P(C3C=CC=CC=3)C3C=CC=CC=3)=CC=CC1=2. The product is [CH3:11][P:12]([C:2]1[N:3]=[C:4]([O:8][CH3:9])[C:5]([NH2:24])=[N:6][CH:7]=1)([CH3:13])=[O:14]. The yield is 0.630.